Dataset: Full USPTO retrosynthesis dataset with 1.9M reactions from patents (1976-2016). Task: Predict the reactants needed to synthesize the given product. (1) Given the product [Br:1][C:2]1[CH:7]=[CH:6][C:5]([S:8]([NH:12][C:13]2[C:14]([CH3:22])=[C:15]([CH:19]=[CH:20][CH:21]=2)[C:16]([OH:18])=[O:17])(=[O:10])=[O:9])=[CH:4][CH:3]=1, predict the reactants needed to synthesize it. The reactants are: [Br:1][C:2]1[CH:7]=[CH:6][C:5]([S:8](Cl)(=[O:10])=[O:9])=[CH:4][CH:3]=1.[NH2:12][C:13]1[C:14]([CH3:22])=[C:15]([CH:19]=[CH:20][CH:21]=1)[C:16]([OH:18])=[O:17]. (2) Given the product [C:29]([O:28][C:26]([NH:25][C@@H:15]1[C:14](=[O:33])[N:13]2[C@@H:9]([CH2:10][C@@H:11]([O:34][C:35]3[C:44]4[C:39](=[CH:40][C:41]([O:45][CH3:46])=[CH:42][CH:43]=4)[N:38]=[C:37]([C:47]4[CH:52]=[CH:51][CH:50]=[CH:49][CH:48]=4)[CH:36]=3)[CH2:12]2)[C:8](=[O:53])[NH:7][C@@:6]2([C:4]([OH:5])=[O:3])[C@@H:23]([CH2:24]2)[CH:22]=[CH:21][CH2:20][CH2:19][CH2:18][CH2:17][CH2:16]1)=[O:27])([CH3:32])([CH3:30])[CH3:31], predict the reactants needed to synthesize it. The reactants are: C([O:3][C:4]([C@@:6]12[CH2:24][C@H:23]1[CH:22]=[CH:21][CH2:20][CH2:19][CH2:18][CH2:17][CH2:16][C@H:15]([NH:25][C:26]([O:28][C:29]([CH3:32])([CH3:31])[CH3:30])=[O:27])[C:14](=[O:33])[N:13]1[C@@H:9]([CH2:10][C@@H:11]([O:34][C:35]3[C:44]4[C:39](=[CH:40][C:41]([O:45][CH3:46])=[CH:42][CH:43]=4)[N:38]=[C:37]([C:47]4[CH:52]=[CH:51][CH:50]=[CH:49][CH:48]=4)[CH:36]=3)[CH2:12]1)[C:8](=[O:53])[NH:7]2)=[O:5])C.[Li+].[OH-]. (3) Given the product [F:39][C:36]([F:37])([F:38])[C:33]([F:34])([F:35])[C:30]([F:31])([F:32])[C:27]([F:28])([F:29])[S:23]([O-:26])(=[O:25])=[O:24].[F:21][C:7]([F:6])([F:22])[S+:8]1[C:12]2[CH:13]=[CH:14][CH:15]=[CH:16][C:11]=2[C:10]2[CH:17]=[CH:18][CH:19]=[CH:20][C:9]1=2, predict the reactants needed to synthesize it. The reactants are: F[B-](F)(F)F.[F:6][C:7]([F:22])([F:21])[S+:8]1[C:12]2[CH:13]=[CH:14][CH:15]=[CH:16][C:11]=2[C:10]2[CH:17]=[CH:18][CH:19]=[CH:20][C:9]1=2.[S:23]([C:27]([C:30]([C:33]([C:36]([F:39])([F:38])[F:37])([F:35])[F:34])([F:32])[F:31])([F:29])[F:28])([O-:26])(=[O:25])=[O:24].[K+]. (4) Given the product [F:37][C:32]1[CH:33]=[CH:34][CH:35]=[CH:36][C:31]=1[CH2:30][O:29][C:28]1[C:23]2[N:24]([C:20]([C:18](=[O:19])[NH:17][C@H:10]([C:11]3[CH:12]=[CH:13][CH:14]=[CH:15][CH:16]=3)[CH2:9][OH:8])=[C:21]([CH3:43])[N:22]=2)[CH:25]=[C:26]([C:38]([O:40][CH2:41][CH3:42])=[O:39])[CH:27]=1, predict the reactants needed to synthesize it. The reactants are: [Si]([O:8][CH2:9][C@H:10]([NH:17][C:18]([C:20]1[N:24]2[CH:25]=[C:26]([C:38]([O:40][CH2:41][CH3:42])=[O:39])[CH:27]=[C:28]([O:29][CH2:30][C:31]3[CH:36]=[CH:35][CH:34]=[CH:33][C:32]=3[F:37])[C:23]2=[N:22][C:21]=1[CH3:43])=[O:19])[C:11]1[CH:16]=[CH:15][CH:14]=[CH:13][CH:12]=1)(C(C)(C)C)(C)C.[F-].C([N+](CCCC)(CCCC)CCCC)CCC.C1COCC1.O.C(OCC)(=O)C.